The task is: Predict the reactants needed to synthesize the given product.. This data is from Full USPTO retrosynthesis dataset with 1.9M reactions from patents (1976-2016). (1) The reactants are: [Cl:1][C:2]1[CH:7]=[C:6]([CH2:8][S:9]([CH3:11])=[O:10])[CH:5]=[C:4]([CH:12]([F:14])[F:13])[N:3]=1.[F:15][C:16]([F:21])([F:20])[C:17]([NH2:19])=[O:18].[O-2].[Mg+2].C(O)(=O)C.C(O)(=O)C.IC1C=CC=CC=1. Given the product [Cl:1][C:2]1[CH:7]=[C:6]([CH2:8][S:9]([CH3:11])(=[O:10])=[N:19][C:17](=[O:18])[C:16]([F:21])([F:20])[F:15])[CH:5]=[C:4]([CH:12]([F:14])[F:13])[N:3]=1, predict the reactants needed to synthesize it. (2) Given the product [O:1]1[C:2]2[CH:9]=[CH:8][CH:7]=[CH:6][C:3]=2[CH:4]=[C:5]1[C:30]1([OH:33])[CH2:31][CH2:32][C:27]([CH2:20][C:21]2[CH:22]=[CH:23][CH:24]=[CH:25][CH:26]=2)([N:34]([CH3:36])[CH3:35])[CH2:28][CH2:29]1, predict the reactants needed to synthesize it. The reactants are: [O:1]1[CH:5]=[CH:4][C:3]2[CH:6]=[CH:7][CH:8]=[CH:9][C:2]1=2.C([Li])(C)(C)C.CCCCC.[CH2:20]([C:27]1([N:34]([CH3:36])[CH3:35])[CH2:32][CH2:31][C:30](=[O:33])[CH2:29][CH2:28]1)[C:21]1[CH:26]=[CH:25][CH:24]=[CH:23][CH:22]=1.